This data is from Reaction yield outcomes from USPTO patents with 853,638 reactions. The task is: Predict the reaction yield, written as a fraction of the theoretical maximum amount of product (1.0 means a 100% yield; for example, 0.34 means a 34% yield). (1) The reactants are [CH:1]1([CH:7]2[CH:16]3[CH2:17][CH2:18][CH2:19][O:20][CH:15]3[C:14]3[CH:13]=[C:12]([NH:21]C(=O)[O-])[CH:11]=[CH:10][C:9]=3[NH:8]2)[CH2:6][CH2:5][CH2:4][CH2:3][CH2:2]1.C(O)(C(F)(F)F)=O.[OH-].[Na+]. The catalyst is C(Cl)Cl. The product is [CH:1]1([CH:7]2[CH:16]3[CH2:17][CH2:18][CH2:19][O:20][CH:15]3[C:14]3[CH:13]=[C:12]([NH2:21])[CH:11]=[CH:10][C:9]=3[NH:8]2)[CH2:2][CH2:3][CH2:4][CH2:5][CH2:6]1. The yield is 0.860. (2) The reactants are [NH:1]([C:3]1[CH:4]=[C:5]([CH:9]=[CH:10][CH:11]=1)[C:6]([OH:8])=[O:7])[NH2:2].C([O:14][C:15]([C:17]1[CH:18]=[N:19][C:20]2[C:25]([C:26]=1Cl)=[CH:24][CH:23]=[CH:22][C:21]=2[F:28])=O)C.[OH-].[Li+].Cl. The catalyst is C(O)CCC.O.O1CCCC1. The product is [F:28][C:21]1[C:20]2[NH:19][CH:18]=[C:17]3[C:15](=[O:14])[N:1]([C:3]4[CH:4]=[C:5]([CH:9]=[CH:10][CH:11]=4)[C:6]([OH:8])=[O:7])[N:2]=[C:26]3[C:25]=2[CH:24]=[CH:23][CH:22]=1. The yield is 0.630. (3) The reactants are [C:1]1([C:7]2[CH:15]=[C:14]3[C:10]([CH2:11][C:12](=[O:16])[NH:13]3)=[CH:9][CH:8]=2)[CH:6]=[CH:5][CH:4]=[CH:3][CH:2]=1.[CH3:17][N:18]([CH3:33])[CH2:19][CH2:20][NH:21][C:22]([C:24]1[C:28]([CH3:29])=[C:27]([CH:30]=O)[NH:26][C:25]=1[CH3:32])=[O:23]. No catalyst specified. The product is [CH3:17][N:18]([CH3:33])[CH2:19][CH2:20][NH:21][C:22]([C:24]1[C:28]([CH3:29])=[C:27]([CH:30]=[C:11]2[C:10]3[C:14](=[CH:15][C:7]([C:1]4[CH:2]=[CH:3][CH:4]=[CH:5][CH:6]=4)=[CH:8][CH:9]=3)[NH:13][C:12]2=[O:16])[NH:26][C:25]=1[CH3:32])=[O:23]. The yield is 0.360. (4) The reactants are C([N:8]1[C:17]2[C:12](=[C:13]([C:18]3[CH:23]=[CH:22][C:21]([CH3:24])=[CH:20][C:19]=3[CH3:25])[CH:14]=[CH:15][CH:16]=2)[C:11](=[O:26])[C:10]([CH3:27])=[N:9]1)C1C=CC=CC=1.[H][H]. The catalyst is [OH-].[OH-].[Pd+2].Cl.C(O)C. The product is [CH3:25][C:19]1[CH:20]=[C:21]([CH3:24])[CH:22]=[CH:23][C:18]=1[C:13]1[CH:14]=[CH:15][CH:16]=[C:17]2[C:12]=1[C:11](=[O:26])[C:10]([CH3:27])=[N:9][NH:8]2. The yield is 0.520. (5) The reactants are [N:1]1[CH:6]=[CH:5][CH:4]=[CH:3][C:2]=1[NH:7][C:8]1[S:9][C:10]([CH:13]=O)=[CH:11][N:12]=1.[NH2:15][C:16]1[C:17]([F:29])=[CH:18][C:19]([F:28])=[C:20]([CH:27]=1)[C:21]([NH:23][CH:24]1[CH2:26][CH2:25]1)=[O:22].C([SiH](CC)CC)C. The catalyst is C(O)(C(F)(F)F)=O.C(Cl)Cl. The product is [CH:24]1([NH:23][C:21](=[O:22])[C:20]2[CH:27]=[C:16]([NH:15][CH2:13][C:10]3[S:9][C:8]([NH:7][C:2]4[CH:3]=[CH:4][CH:5]=[CH:6][N:1]=4)=[N:12][CH:11]=3)[C:17]([F:29])=[CH:18][C:19]=2[F:28])[CH2:25][CH2:26]1. The yield is 0.470. (6) The reactants are [CH2:1]([O:8][C:9]1[CH:10]=[CH:11][C:12]([O:18][CH3:19])=[C:13]([CH:17]=1)[C:14](O)=[O:15])[C:2]1[CH:7]=[CH:6][CH:5]=[CH:4][CH:3]=1.C(Cl)(=O)C(Cl)=O.[NH4+:26].[OH-].Cl. The catalyst is C(Cl)Cl.C1COCC1. The product is [CH2:1]([O:8][C:9]1[CH:10]=[CH:11][C:12]([O:18][CH3:19])=[C:13]([CH:17]=1)[C:14]([NH2:26])=[O:15])[C:2]1[CH:7]=[CH:6][CH:5]=[CH:4][CH:3]=1. The yield is 0.630. (7) The reactants are [CH3:1][C:2]1[CH:12]=[CH:11][C:10]([NH:13][C:14](=[O:33])[C:15]2[CH:20]=[CH:19][C:18]([CH2:21][N:22]3[CH2:27][CH2:26][N:25]([CH3:28])[CH2:24][CH2:23]3)=[C:17]([C:29]([F:32])([F:31])[F:30])[CH:16]=2)=[CH:9][C:3]=1[C:4](OCC)=[O:5].[H-].[Al+3].[Li+].[H-].[H-].[H-].O.[O-]S([O-])(=O)=O.[Mg+2]. The catalyst is C1COCC1.C(OCC)C. The product is [OH:5][CH2:4][C:3]1[CH:9]=[C:10]([NH:13][C:14](=[O:33])[C:15]2[CH:20]=[CH:19][C:18]([CH2:21][N:22]3[CH2:23][CH2:24][N:25]([CH3:28])[CH2:26][CH2:27]3)=[C:17]([C:29]([F:32])([F:30])[F:31])[CH:16]=2)[CH:11]=[CH:12][C:2]=1[CH3:1]. The yield is 0.840. (8) The reactants are Cl[CH2:2][C:3]1[N:12]([C:13]2[CH:18]=[CH:17][CH:16]=[CH:15][C:14]=2[Cl:19])[C:11](=[O:20])[C:10]2[C:5](=[CH:6][CH:7]=[CH:8][C:9]=2[CH3:21])[N:4]=1.O.[SH:23][C:24]1[N:32]=[CH:31][N:30]=[C:29]2[C:25]=1[NH:26][CH:27]=[N:28]2.C([O-])([O-])=O.[K+].[K+]. The catalyst is CN(C=O)C. The product is [Cl:19][C:14]1[CH:15]=[CH:16][CH:17]=[CH:18][C:13]=1[N:12]1[C:11](=[O:20])[C:10]2[C:5](=[CH:6][CH:7]=[CH:8][C:9]=2[CH3:21])[N:4]=[C:3]1[CH2:2][S:23][C:24]1[N:32]=[CH:31][N:30]=[C:29]2[C:25]=1[N:26]=[CH:27][NH:28]2. The yield is 0.790. (9) The product is [Br:1][C:2]1[CH:3]=[C:4]2[C:9](=[CH:10][CH:11]=1)[N:8]=[CH:7][CH:6]=[C:5]2[O:27][C:25]1[CH:26]=[C:21]([OH:20])[CH:22]=[CH:23][C:24]=1[CH3:28]. The catalyst is C(#N)C.O. The yield is 0.460. The reactants are [Br:1][C:2]1[CH:3]=[C:4]2[C:9](=[CH:10][CH:11]=1)[N:8]=[CH:7][CH:6]=[C:5]2Cl.C([O:20][C:21]1[CH:22]=[CH:23][C:24]([CH3:28])=[C:25]([OH:27])[CH:26]=1)C1C=CC=CC=1.C(=O)([O-])[O-].[K+].[K+].C1(SC)C=CC=CC=1.